This data is from Forward reaction prediction with 1.9M reactions from USPTO patents (1976-2016). The task is: Predict the product of the given reaction. (1) Given the reactants [C:1]([C:3]1[CH:8]=[CH:7][CH:6]=[CH:5][N:4]=1)#[N:2].[CH2:9]([Mg]Br)[CH3:10].[OH-].[Na+], predict the reaction product. The product is: [NH2:2][C:1]1([C:3]2[CH:8]=[CH:7][CH:6]=[CH:5][N:4]=2)[CH2:10][CH2:9]1. (2) Given the reactants [C:1]1([CH3:19])[CH:6]=[CH:5][C:4]([O:7][CH:8]([C:10]2[CH:18]=[CH:17][C:13]([C:14]([OH:16])=O)=[CH:12][CH:11]=2)[CH3:9])=[CH:3][CH:2]=1.CN(C(ON1N=NC2C=CC=NC1=2)=[N+](C)C)C.F[P-](F)(F)(F)(F)F.C(N(CC)CC)C.[NH2:51][CH2:52][C:53]1[C:54]([OH:61])=[N:55][C:56]([CH3:60])=[CH:57][C:58]=1[CH3:59], predict the reaction product. The product is: [OH:61][C:54]1[C:53]([CH2:52][NH:51][C:14](=[O:16])[C:13]2[CH:12]=[CH:11][C:10]([CH:8]([O:7][C:4]3[CH:3]=[CH:2][C:1]([CH3:19])=[CH:6][CH:5]=3)[CH3:9])=[CH:18][CH:17]=2)=[C:58]([CH3:59])[CH:57]=[C:56]([CH3:60])[N:55]=1. (3) Given the reactants [CH2:1]([O:5][CH2:6][CH2:7][O:8][C:9]1[CH:14]=[CH:13][C:12]([C:15]2[CH:16]=[CH:17][C:18]3[NH:24][CH2:23][CH2:22][C:21]([C:25]([NH:27][C:28]4[CH:33]=[CH:32][C:31]([CH:34]([OH:42])[C:35]5[CH:40]=[CH:39][CH:38]=[CH:37][N+:36]=5[O-:41])=[C:30]([Cl:43])[CH:29]=4)=[O:26])=[CH:20][C:19]=3[CH:44]=2)=[CH:11][CH:10]=1)[CH2:2][CH2:3][CH3:4].C(=O)(O)[O-].[Na+], predict the reaction product. The product is: [CH2:1]([O:5][CH2:6][CH2:7][O:8][C:9]1[CH:10]=[CH:11][C:12]([C:15]2[CH:16]=[CH:17][C:18]3[N:24]([CH2:11][CH:12]([CH3:15])[CH3:13])[CH2:23][CH2:22][C:21]([C:25]([NH:27][C:28]4[CH:33]=[CH:32][C:31]([CH:34]([OH:42])[C:35]5[CH:40]=[CH:39][CH:38]=[CH:37][N+:36]=5[O-:41])=[C:30]([Cl:43])[CH:29]=4)=[O:26])=[CH:20][C:19]=3[CH:44]=2)=[CH:13][CH:14]=1)[CH2:2][CH2:3][CH3:4]. (4) Given the reactants [Cl:1][C:2]1[CH:3]=[C:4]([C:8]2[CH:9]=[C:10]([CH2:16][C:17]3[CH:18]=[N:19][C:20](N)=[N:21][CH:22]=3)[CH:11]=[N:12][C:13]=2[O:14][CH3:15])[CH:5]=[CH:6][CH:7]=1.N(OC(C)(C)C)=[O:25], predict the reaction product. The product is: [Cl:1][C:2]1[CH:3]=[C:4]([C:8]2[CH:9]=[C:10]([CH2:16][C:17]3[CH:18]=[N:19][C:20]([OH:25])=[N:21][CH:22]=3)[CH:11]=[N:12][C:13]=2[O:14][CH3:15])[CH:5]=[CH:6][CH:7]=1. (5) The product is: [Cl:1][C:2]1[C:3]([F:26])=[C:4]([C:19]2[N:24]=[CH:23][N:22]([C@@H:28]3[C:44]4[CH:45]=[C:40]([CH:41]=[CH:42][N:43]=4)[C:39]4[N:38]([CH3:46])[N:37]=[CH:36][C:35]=4[NH:34][C:33](=[O:47])[C@H:32]([CH3:48])[CH2:31][CH2:30][CH2:29]3)[C:21](=[O:25])[CH:20]=2)[C:5]([N:8]2[CH:12]=[C:11]([C:13]3[CH:14]=[CH:15][CH:16]=[CH:17][CH:18]=3)[N:10]=[N:9]2)=[CH:6][CH:7]=1. Given the reactants [Cl:1][C:2]1[C:3]([F:26])=[C:4]([C:19]2[N:24]=[CH:23][N:22]=[C:21]([OH:25])[CH:20]=2)[C:5]([N:8]2[CH:12]=[C:11]([C:13]3[CH:18]=[CH:17][CH:16]=[CH:15][CH:14]=3)[N:10]=[N:9]2)=[CH:6][CH:7]=1.N[C@@H:28]1[C:44]2[CH:45]=[C:40]([CH:41]=[CH:42][N:43]=2)[C:39]2[N:38]([CH3:46])[N:37]=[CH:36][C:35]=2[NH:34][C:33](=[O:47])[C@H:32]([CH3:48])[CH2:31][CH2:30][CH2:29]1, predict the reaction product.